From a dataset of Forward reaction prediction with 1.9M reactions from USPTO patents (1976-2016). Predict the product of the given reaction. (1) Given the reactants CC(OC(/N=N/C(OC(C)C)=O)=O)C.[C:15]1(=[O:25])[NH:19][C:18](=[O:20])[C:17]2=[CH:21][CH:22]=[CH:23][CH:24]=[C:16]12.C1(P(C2C=CC=CC=2)C2C=CC=CC=2)C=CC=CC=1.[F:45][C:46]1[C:51]([F:52])=[CH:50][CH:49]=[CH:48][C:47]=1[C@@H:53]1[CH2:63][CH2:62][C@H:61](O)[C:56]2=[N:57][CH:58]=[CH:59][CH:60]=[C:55]2[C@H:54]1[NH:65][C:66](=[O:72])[O:67][C:68]([CH3:71])([CH3:70])[CH3:69], predict the reaction product. The product is: [F:45][C:46]1[C:51]([F:52])=[CH:50][CH:49]=[CH:48][C:47]=1[C@@H:53]1[CH2:63][CH2:62][C@@H:61]([N:19]2[C:15](=[O:25])[C:16]3[C:17](=[CH:21][CH:22]=[CH:23][CH:24]=3)[C:18]2=[O:20])[C:56]2=[N:57][CH:58]=[CH:59][CH:60]=[C:55]2[C@H:54]1[NH:65][C:66](=[O:72])[O:67][C:68]([CH3:70])([CH3:69])[CH3:71]. (2) Given the reactants Cl[CH:2]([N:7]=[C:8](Cl)[C:9]1[CH:14]=[CH:13][C:12]([Cl:15])=[CH:11][CH:10]=1)[C:3]([F:6])([F:5])[F:4].[C:17](#[N:20])[CH:18]=[CH2:19].C(N(CC)C(C)C)(C)C.[Br:30]Br, predict the reaction product. The product is: [Br:30][C:19]1[C:18]([C:17]#[N:20])=[C:8]([C:9]2[CH:14]=[CH:13][C:12]([Cl:15])=[CH:11][CH:10]=2)[NH:7][C:2]=1[C:3]([F:6])([F:5])[F:4]. (3) Given the reactants [NH2:1][C@@H:2]1[CH2:7][CH2:6][C@H:5]([NH:8][C:9]([C:11]2[C:15]3[N:16]=[CH:17][N:18]=[C:19]([C:20]4[CH:25]=[CH:24][C:23]([F:26])=[CH:22][C:21]=4[O:27][CH2:28][CH:29]4[CH2:31][CH2:30]4)[C:14]=3[NH:13][CH:12]=2)=[O:10])[CH2:4][CH2:3]1.Cl[C:33]([C@@H:35]([O:37]C(=O)C)[CH3:36])=[O:34], predict the reaction product. The product is: [OH:37][C@@H:35]([CH3:36])[C:33]([NH:1][C@@H:2]1[CH2:7][CH2:6][C@H:5]([NH:8][C:9]([C:11]2[C:15]3[N:16]=[CH:17][N:18]=[C:19]([C:20]4[CH:25]=[CH:24][C:23]([F:26])=[CH:22][C:21]=4[O:27][CH2:28][CH:29]4[CH2:30][CH2:31]4)[C:14]=3[NH:13][CH:12]=2)=[O:10])[CH2:4][CH2:3]1)=[O:34]. (4) The product is: [CH3:38][CH:39]([N:4]1[CH2:5][CH2:6][N:1]([C:7]2[CH:8]=[CH:9][C:10]([NH:13][C:14]([C:16]3[C:17]([C:22]4[CH:27]=[CH:26][C:25]([C:28]([F:29])([F:31])[F:30])=[CH:24][CH:23]=4)=[CH:18][CH:19]=[CH:20][CH:21]=3)=[O:15])=[CH:11][CH:12]=2)[CH2:2][CH2:3]1)[C:40]1[CH:45]=[CH:44][CH:43]=[CH:42][CH:41]=1. Given the reactants [N:1]1([C:7]2[CH:12]=[CH:11][C:10]([NH:13][C:14]([C:16]3[C:17]([C:22]4[CH:27]=[CH:26][C:25]([C:28]([F:31])([F:30])[F:29])=[CH:24][CH:23]=4)=[CH:18][CH:19]=[CH:20][CH:21]=3)=[O:15])=[CH:9][CH:8]=2)[CH2:6][CH2:5][NH:4][CH2:3][CH2:2]1.C(=O)([O-])[O-].[K+].[K+].[CH3:38][CH:39](Br)[C:40]1[CH:45]=[CH:44][CH:43]=[CH:42][CH:41]=1, predict the reaction product. (5) Given the reactants [NH2:1][CH2:2][C@@H:3]1[C@H:8]([CH3:9])[CH2:7][CH2:6][CH2:5][N:4]1[C:10]([C:12]1[CH:17]=[C:16]([CH3:18])[CH:15]=[CH:14][C:13]=1[N:19]1[N:23]=[CH:22][CH:21]=[N:20]1)=[O:11].Cl[C:25]1[N:26]=[N:27][C:28]([C:31]([F:34])([F:33])[F:32])=[CH:29][CH:30]=1, predict the reaction product. The product is: [CH3:9][C@@H:8]1[CH2:7][CH2:6][CH2:5][N:4]([C:10]([C:12]2[CH:17]=[C:16]([CH3:18])[CH:15]=[CH:14][C:13]=2[N:19]2[N:23]=[CH:22][CH:21]=[N:20]2)=[O:11])[C@@H:3]1[CH2:2][NH:1][C:25]1[N:26]=[N:27][C:28]([C:31]([F:34])([F:33])[F:32])=[CH:29][CH:30]=1. (6) Given the reactants [Br:1][C:2]1[CH:7]=[CH:6][C:5]([S:8](Cl)(=[O:10])=[O:9])=[CH:4][CH:3]=1.C(N(CC)CC)C.[NH:19]1[CH2:24][CH2:23][O:22][CH2:21][CH2:20]1, predict the reaction product. The product is: [Br:1][C:2]1[CH:7]=[CH:6][C:5]([S:8]([N:19]2[CH2:24][CH2:23][O:22][CH2:21][CH2:20]2)(=[O:10])=[O:9])=[CH:4][CH:3]=1. (7) Given the reactants [NH2:1][C:2]1[CH:7]=[CH:6][CH:5]=[CH:4][C:3]=1[C:8]([C:10]1[CH:15]=[CH:14][CH:13]=[CH:12][CH:11]=1)=[O:9].[N:16]1[CH:21]=[CH:20][CH:19]=[CH:18][C:17]=1[C:22]([NH:24][C:25]1[CH:30]=[CH:29][C:28]([S:31](Cl)(=[O:33])=[O:32])=[CH:27][CH:26]=1)=[O:23].N1C=CC=CC=1, predict the reaction product. The product is: [C:8]([C:3]1[CH:4]=[CH:5][CH:6]=[CH:7][C:2]=1[NH:1][S:31]([C:28]1[CH:27]=[CH:26][C:25]([NH:24][C:22]([C:17]2[CH:18]=[CH:19][CH:20]=[CH:21][N:16]=2)=[O:23])=[CH:30][CH:29]=1)(=[O:32])=[O:33])(=[O:9])[C:10]1[CH:11]=[CH:12][CH:13]=[CH:14][CH:15]=1. (8) Given the reactants [Br:1][C:2]1[CH:20]=[C:19]([CH:21]=O)[C:5]2[N:6]([CH2:10][CH2:11][CH2:12][CH2:13][C:14]([O:16][CH2:17][CH3:18])=[O:15])[CH2:7][CH2:8][O:9][C:4]=2[CH:3]=1.[O-]CC.[Na+].O, predict the reaction product. The product is: [Br:1][C:2]1[CH:3]=[C:4]2[O:9][CH2:8][CH2:7][N:6]3[C:5]2=[C:19]([CH:20]=1)[CH:21]=[C:13]([C:14]([O:16][CH2:17][CH3:18])=[O:15])[CH2:12][CH2:11][CH2:10]3.